Dataset: Forward reaction prediction with 1.9M reactions from USPTO patents (1976-2016). Task: Predict the product of the given reaction. (1) Given the reactants [OH:1][C:2]([CH3:7])([CH3:6])[C:3]([OH:5])=[O:4].[H-].[Na+].[CH2:10](Br)[C:11]1[CH:16]=[CH:15][CH:14]=[CH:13][CH:12]=1, predict the reaction product. The product is: [CH3:6][C:2]([O:1][CH2:10][C:11]1[CH:16]=[CH:15][CH:14]=[CH:13][CH:12]=1)([CH3:7])[C:3]([O:5][CH2:10][C:11]1[CH:16]=[CH:15][CH:14]=[CH:13][CH:12]=1)=[O:4]. (2) Given the reactants [NH2:1][C:2]1[N:7]=[CH:6][N:5]=[C:4]([NH:8][C@H:9]([C:11]2[N:16]([C:17]3[CH:22]=[CH:21][CH:20]=[CH:19][CH:18]=3)[C:15](=[O:23])[C:14]3=[C:24]([CH3:27])[CH:25]=[CH:26][N:13]3[N:12]=2)[CH3:10])[C:3]=1Br.[F:29][CH:30]([F:46])[C:31]1[CH:32]=[N:33][CH:34]=[C:35](B2OC(C)(C)C(C)(C)O2)[CH:36]=1.C(=O)([O-])[O-].[Na+].[Na+], predict the reaction product. The product is: [NH2:1][C:2]1[N:7]=[CH:6][N:5]=[C:4]([NH:8][C@H:9]([C:11]2[N:16]([C:17]3[CH:22]=[CH:21][CH:20]=[CH:19][CH:18]=3)[C:15](=[O:23])[C:14]3=[C:24]([CH3:27])[CH:25]=[CH:26][N:13]3[N:12]=2)[CH3:10])[C:3]=1[C:35]1[CH:34]=[N:33][CH:32]=[C:31]([CH:30]([F:46])[F:29])[CH:36]=1. (3) Given the reactants [Cl:1][C:2]1[N:7]=[CH:6][N:5]=[C:4]([NH:8][CH2:9][CH3:10])[C:3]=1[NH2:11].ClC1N=CN=C2C=1N=C(C1C=NC(C)=NC=1)N2CC.[CH3:31][CH:32]([CH3:36])[CH2:33][CH:34]=O, predict the reaction product. The product is: [Cl:1][C:2]1[N:7]=[CH:6][N:5]=[C:4]2[C:3]=1[N:11]=[C:34]([CH2:33][CH:32]([CH3:36])[CH3:31])[N:8]2[CH2:9][CH3:10]. (4) Given the reactants Br[CH2:2][C:3]([O:5][CH3:6])=[O:4].[C:7]1([C@H:13]([NH2:15])[CH3:14])[CH:12]=[CH:11][CH:10]=[CH:9][CH:8]=1.C(N(CC)CC)C, predict the reaction product. The product is: [C:7]1([C@H:13]([NH:15][CH2:2][C:3]([O:5][CH3:6])=[O:4])[CH3:14])[CH:12]=[CH:11][CH:10]=[CH:9][CH:8]=1. (5) The product is: [C:45]([NH:49][S:50]([C:53]1[CH:58]=[CH:57][CH:56]=[CH:55][C:54]=1[C:59]1[CH:60]=[CH:61][C:62]([NH:65][C:66](=[O:70])[C:67]([NH:24][CH2:23][C:22]2[CH:25]=[CH:26][CH:27]=[C:20]([C:17]3[N:16]=[C:15]([CH3:14])[O:19][N:18]=3)[CH:21]=2)=[O:68])=[CH:63][CH:64]=1)(=[O:52])=[O:51])([CH3:48])([CH3:46])[CH3:47]. Given the reactants Cl.CN(C)CCCN=C=NCC.Cl.[CH3:14][C:15]1[O:19][N:18]=[C:17]([C:20]2[CH:21]=[C:22]([CH:25]=[CH:26][CH:27]=2)[CH2:23][NH2:24])[N:16]=1.CN1CCOCC1.ON1C2C=CC=CC=2N=N1.[C:45]([NH:49][S:50]([C:53]1[CH:58]=[CH:57][CH:56]=[CH:55][C:54]=1[C:59]1[CH:64]=[CH:63][C:62]([NH:65][C:66](=[O:70])[C:67](O)=[O:68])=[CH:61][CH:60]=1)(=[O:52])=[O:51])([CH3:48])([CH3:47])[CH3:46], predict the reaction product.